Dataset: Drug-target binding data from BindingDB using Kd measurements. Task: Regression. Given a target protein amino acid sequence and a drug SMILES string, predict the binding affinity score between them. We predict pKd (pKd = -log10(Kd in M); higher means stronger binding). Dataset: bindingdb_kd. (1) The drug is CCOc1cc2ncc(C#N)c(Nc3ccc(OCc4ccccn4)c(Cl)c3)c2cc1NC(=O)/C=C/CN(C)C. The target protein (P42679) has sequence MAGRGSLVSWRAFHGCDSAEELPRVSPRFLRAWHPPPVSARMPTRRWAPGTQCITKCEHTRPKPGELAFRKGDVVTILEACENKSWYRVKHHTSGQEGLLAAGALREREALSADPKLSLMPWFHGKISGQEAVQQLQPPEDGLFLVRESARHPGDYVLCVSFGRDVIHYRVLHRDGHLTIDEAVFFCNLMDMVEHYSKDKGAICTKLVRPKRKHGTKSAEEELARAGWLLNLQHLTLGAQIGEGEFGAVLQGEYLGQKVAVKNIKCDVTAQAFLDETAVMTKMQHENLVRLLGVILHQGLYIVMEHVSKGNLVNFLRTRGRALVNTAQLLQFSLHVAEGMEYLESKKLVHRDLAARNILVSEDLVAKVSDFGLAKAERKGLDSSRLPVKWTAPEALKHGKFTSKSDVWSFGVLLWEVFSYGRAPYPKMSLKEVSEAVEKGYRMEPPEGCPGPVHVLMSSCWEAEPARRPPFRKLAEKLARELRSAGAPASVSGQDADGST.... The pKd is 5.0. (2) The small molecule is CN1C[C@H](C(=O)N2CCN(c3ccccn3)CC2)C[C@@H]2c3cccc4[nH]c(O)c(c34)C[C@H]21. The target protein (P30680) has sequence MELTSEQFNGSQVWIPSPFDLNGSLGPSNGSNQTEPYYDMTSNAVLTFIYFVVCVVGLCGNTLVIYVILRYAKMKTITNIYILNLAIADELFMLGLPFLAMQVALVHWPFGKAICRVVMTVDGINQFTSIFCLTVMSIDRYLAVVHPIKSAKWRRPRTAKMINVAVWGVSLLVILPIMIYAGLRSNQWGRSSCTINWPGESGAWYTGFIIYAFILGFLVPLTIICLCYLFIIIKVKSSGIRVGSSKRKKSEKKVTRMVSIVVAVFIFCWLPFYIFNVSSVSVAISPTPALKGMFDFVVILTYANSCANPILYAFLSDNFKKSFQNVLCLVKVSGAEDGERSDSKQDKSRLNETTETQRTLLNGDLQTSI. The pKd is 5.1. (3) The drug is Cc1n[nH]c2ccc(-c3cncc(OC[C@@H](N)Cc4ccccc4)c3)cc12. The target protein (Q8NI60) has sequence MAAILGDTIMVAKGLVKLTQAAVETHLQHLGIGGELIMAARALQSTAVEQIGMFLGKVQGQDKHEEYFAENFGGPEGEFHFSVPHAAGASTDFSSASAPDQSAPPSLGHAHSEGPAPAYVASGPFREAGFPGQASSPLGRANGRLFANPRDSFSAMGFQRRFFHQDQSPVGGLTAEDIEKARQAKARPENKQHKQTLSEHARERKVPVTRIGRLANFGGLAVGLGFGALAEVAKKSLRSEDPSGKKAVLGSSPFLSEANAERIVRTLCKVRGAALKLGQMLSIQDDAFINPHLAKIFERVRQSADFMPLKQMMKTLNNDLGPNWRDKLEYFEERPFAAASIGQVHLARMKGGREVAMKIQYPGVAQSINSDVNNLMAVLNMSNMLPEGLFPEHLIDVLRRELALECDYQREAACARKFRDLLKGHPFFYVPEIVDELCSPHVLTTELVSGFPLDQAEGLSQEIRNEICYNILVLCLRELFEFHFMQTDPNWSNFFYDPQQ.... The pKd is 5.0. (4) The small molecule is CN[C@H]1CC[C@@H](c2ccc(Cl)c(Cl)c2)c2ccccc21. The target protein (Q05320) has sequence MGVTGILQLPRDRFKRTSFFLWVIILFQRTFSIPLGVIHNSTLQVSDVDKLVCRDKLSSTNQLRSVGLNLEGNGVATDVPSATKRWGFRSGVPPKVVNYEAGEWAENCYNLEIKKPDGSECLPAAPDGIRGFPRCRYVHKVSGTGPCAGDFAFHKEGAFFLYDRLASTVIYRGTTFAEGVVAFLILPQAKKDFFSSHPLREPVNATEDPSSGYYSTTIRYQATGFGTNETEYLFEVDNLTYVQLESRFTPQFLLQLNETIYTSGKRSNTTGKLIWKVNPEIDTTIGEWAFWETKKNLTRKIRSEELSFTVVSNGAKNISGQSPARTSSDPGTNTTTEDHKIMASENSSAMVQVHSQGREAAVSHLTTLATISTSPQSLTTKPGPDNSTHNTPVYKLDISEATQVEQHHRRTDNDSTASDTPSATTAAGPPKAENTNTSKSTDFLDPATTTSPQNHSETAGNNNTHHQDTGEESASSGKLGLITNTIAGVAGLITGGRRTR.... The pKd is 3.0. (5) The drug is FC(F)(F)c1ccc(N(c2cccnc2)C2CCN(c3ccc(C(F)(F)F)cn3)CC2)cc1. The target protein sequence is MIGELLLLLAAGLALYGWYFCKSFNTTRPTDPPVVHGTTPFVGHIIQFGKDPLGFMLKAKKKYGGIFTMNICGNRITVVGDVHQHSKFFTPRNEILSPREVYSFMVPVFGEGVAYAAPYPRMREQLNFLAEELTVAKFQNFAPSIQHEVRKFMKANWNKDEGEINILDDCSAMIINTACQCLFGEDLRKRLDARQFAQLLAKMESCLIPAAVFLPWILKLPLPQSYRCRDARAELQDILSEIIIAREKEEAQKDTNTSDLLAGLLGAVYRDGTRMSQHEVCGMIVAAMFAGQHTSTITTTWSLLHLMDPRNKRHLAKLHQEIDEFPAQLNYDNVMEEMPFAEQCARESIRRDPPLVMLMRKVLKPVQVGKYVVPEGDIIACSPLLSHQDEEAFPNPREWNPERNMKLVDGAFCGFGAGVHKCIGEKFGLLQVKTVLATVLRDYDFELLGPLPEPNYHTMVVGPTASQCRVKYIKKKKAAA. The pKd is 6.4.